The task is: Predict which catalyst facilitates the given reaction.. This data is from Catalyst prediction with 721,799 reactions and 888 catalyst types from USPTO. Reactant: [Cl:1][C:2]1[CH:19]=[CH:18][C:5]([C:6]2[CH:11]=[C:10]([CH2:12][CH3:13])[C:9]([NH:14]C(=O)C)=[CH:8][CH:7]=2)=[CH:4][CH:3]=1.Cl.[OH-].[K+]. Product: [Cl:1][C:2]1[CH:19]=[CH:18][C:5]([C:6]2[CH:11]=[C:10]([CH2:12][CH3:13])[C:9]([NH2:14])=[CH:8][CH:7]=2)=[CH:4][CH:3]=1. The catalyst class is: 38.